Task: Predict the product of the given reaction.. Dataset: Forward reaction prediction with 1.9M reactions from USPTO patents (1976-2016) (1) Given the reactants [N-:1]=[N+:2]=[N-:3].[Na+].Cl[CH2:6][C@@H:7]([C:9]1[CH:14]=[CH:13][C:12]([F:15])=[CH:11][CH:10]=1)[OH:8].CN(C=O)C, predict the reaction product. The product is: [N:1]([CH2:6][C@@H:7]([C:9]1[CH:14]=[CH:13][C:12]([F:15])=[CH:11][CH:10]=1)[OH:8])=[N+:2]=[N-:3]. (2) Given the reactants [F:1][C:2]([F:15])([F:14])[S:3]([O:6]S(C(F)(F)F)(=O)=O)(=[O:5])=[O:4].[CH3:16][C:17]([CH3:33])([CH3:32])[C:18]([NH:20][C:21]1[CH:30]=[CH:29][CH:28]=[C:27](O)[C:22]=1[C:23]([O:25][CH3:26])=[O:24])=[O:19].N1C=CC=CC=1, predict the reaction product. The product is: [CH3:16][C:17]([CH3:33])([CH3:32])[C:18]([NH:20][C:21]1[CH:30]=[CH:29][CH:28]=[C:27]([O:6][S:3]([C:2]([F:15])([F:14])[F:1])(=[O:5])=[O:4])[C:22]=1[C:23]([O:25][CH3:26])=[O:24])=[O:19]. (3) Given the reactants Cl[C:2]1[C:11]2[C:6](=[CH:7][C:8]([O:14][CH3:15])=[C:9]([O:12][CH3:13])[CH:10]=2)[N:5]=[CH:4][CH:3]=1.[C:16]([O:25][CH2:26][CH3:27])(=[O:24])[C:17]1[C:18](=[CH:20][CH:21]=[CH:22][CH:23]=1)[OH:19], predict the reaction product. The product is: [CH3:13][O:12][C:9]1[CH:10]=[C:11]2[C:6](=[CH:7][C:8]=1[O:14][CH3:15])[N:5]=[CH:4][CH:3]=[C:2]2[O:19][C:18]1[CH:20]=[CH:21][CH:22]=[CH:23][C:17]=1[C:16]([O:25][CH2:26][CH3:27])=[O:24]. (4) Given the reactants [CH3:1][O:2][C:3]1[CH:4]=[C:5]([CH:9]=[CH:10][CH:11]=1)[C:6]([OH:8])=O.CN(C(ON1N=NC2C=CC=NC1=2)=[N+](C)C)C.F[P-](F)(F)(F)(F)F.CN1CCOCC1.[CH3:43][O:44][C:45]1[C:46]2[N:59]=[C:58]([NH2:60])[S:57][C:47]=2[C:48]([N:51]2[CH2:56][CH2:55][O:54][CH2:53][CH2:52]2)=[N:49][CH:50]=1, predict the reaction product. The product is: [CH3:1][O:2][C:3]1[CH:4]=[C:5]([CH:9]=[CH:10][CH:11]=1)[C:6]([NH:60][C:58]1[S:57][C:47]2[C:48]([N:51]3[CH2:56][CH2:55][O:54][CH2:53][CH2:52]3)=[N:49][CH:50]=[C:45]([O:44][CH3:43])[C:46]=2[N:59]=1)=[O:8]. (5) Given the reactants [C:1]([O:5][C:6]([N:8]1[CH2:13][CH2:12][NH:11][CH2:10][CH2:9]1)=[O:7])([CH3:4])([CH3:3])[CH3:2].Br[CH2:15][C:16]([C:18]1[CH:23]=[CH:22][C:21]([F:24])=[CH:20][CH:19]=1)=[O:17].[C:25](=[O:28])([O-])[O-].[K+].[K+], predict the reaction product. The product is: [CH2:25]([O:28][C:19]1[CH:20]=[C:21]([F:24])[CH:22]=[CH:23][C:18]=1[C:16](=[O:17])[CH2:15][N:11]1[CH2:12][CH2:13][N:8]([C:6]([O:5][C:1]([CH3:4])([CH3:2])[CH3:3])=[O:7])[CH2:9][CH2:10]1)[C:18]1[CH:23]=[CH:22][CH:21]=[CH:20][CH:19]=1.